From a dataset of Catalyst prediction with 721,799 reactions and 888 catalyst types from USPTO. Predict which catalyst facilitates the given reaction. (1) Reactant: F[C:2]1[CH:7]=[CH:6][CH:5]=[C:4]([O:8][CH2:9][CH:10]([CH3:12])[CH3:11])[C:3]=1[C:13]([NH:16][CH2:17][CH:18]1[CH2:23][CH2:22][N:21]([CH2:24][C:25]2([C:31]([O:33][CH3:34])=[O:32])[CH2:30][CH2:29][O:28][CH2:27][CH2:26]2)[CH2:20][CH2:19]1)=[N:14][OH:15].CC(C)([O-])C.[K+]. Product: [CH2:9]([O:8][C:4]1[C:3]2[C:13]([NH:16][CH2:17][CH:18]3[CH2:23][CH2:22][N:21]([CH2:24][C:25]4([C:31]([O:33][CH3:34])=[O:32])[CH2:30][CH2:29][O:28][CH2:27][CH2:26]4)[CH2:20][CH2:19]3)=[N:14][O:15][C:2]=2[CH:7]=[CH:6][CH:5]=1)[CH:10]([CH3:12])[CH3:11]. The catalyst class is: 264. (2) Reactant: [CH2:1]([N:3]([CH2:11][C:12]1[CH:17]=[CH:16][C:15]([CH2:18][N:19]2[CH2:24][CH2:23][N:22]([C:25]3[C:30]([C:31]([O:33][CH:34]([CH3:36])[CH3:35])=[O:32])=[CH:29][CH:28]=[CH:27][N:26]=3)[CH2:21][CH2:20]2)=[CH:14][CH:13]=1)[CH2:4][C:5]1[CH:10]=[CH:9][CH:8]=[CH:7][CH:6]=1)[CH3:2].[ClH:37]. Product: [ClH:37].[ClH:37].[CH2:1]([N:3]([CH2:11][C:12]1[CH:13]=[CH:14][C:15]([CH2:18][N:19]2[CH2:20][CH2:21][N:22]([C:25]3[C:30]([C:31]([O:33][CH:34]([CH3:35])[CH3:36])=[O:32])=[CH:29][CH:28]=[CH:27][N:26]=3)[CH2:23][CH2:24]2)=[CH:16][CH:17]=1)[CH2:4][C:5]1[CH:6]=[CH:7][CH:8]=[CH:9][CH:10]=1)[CH3:2]. The catalyst class is: 27. (3) Reactant: [Cl:1][C:2]1[CH:10]=[C:9]([C:11]([NH:13][CH:14]([C:16]2[NH:20][C:19]3[CH:21]=[CH:22][C:23]([Cl:25])=[CH:24][C:18]=3[N:17]=2)[CH3:15])=[O:12])[CH:8]=[CH:7][C:3]=1[C:4](O)=[O:5].[CH:26]([CH:29]1[CH2:33][CH2:32][CH2:31][NH:30]1)([CH3:28])[CH3:27].C(N(C(C)C)CC)(C)C.ClCl. Product: [Cl:1][C:2]1[CH:10]=[C:9]([CH:8]=[CH:7][C:3]=1[C:4]([N:30]1[CH2:31][CH2:32][CH2:33][CH:29]1[CH:26]([CH3:28])[CH3:27])=[O:5])[C:11]([NH:13][CH:14]([C:16]1[NH:20][C:19]2[CH:21]=[CH:22][C:23]([Cl:25])=[CH:24][C:18]=2[N:17]=1)[CH3:15])=[O:12]. The catalyst class is: 16.